Dataset: Full USPTO retrosynthesis dataset with 1.9M reactions from patents (1976-2016). Task: Predict the reactants needed to synthesize the given product. (1) Given the product [NH2:4][C:3]1[O:12][C:9]([CH3:8])=[CH:10][C:11](=[O:13])[C:2]=1[C:1]#[N:5], predict the reactants needed to synthesize it. The reactants are: [C:1](#[N:5])[CH2:2][C:3]#[N:4].[H-].[Na+].[CH2:8]=[C:9]1[O:12][C:11](=[O:13])[CH2:10]1.Cl. (2) Given the product [Cl:1][C:2]1[CH:10]=[CH:9][CH:8]=[C:7]([F:11])[C:3]=1[C:4]([NH:21][CH2:20][CH:19]([CH:16]1[CH2:15][CH2:14][C:13]([F:32])([F:12])[CH2:18][CH2:17]1)[C:22]1[CH:27]=[N:26][C:25]([C:28]([F:29])([F:30])[F:31])=[N:24][CH:23]=1)=[O:6], predict the reactants needed to synthesize it. The reactants are: [Cl:1][C:2]1[CH:10]=[CH:9][CH:8]=[C:7]([F:11])[C:3]=1[C:4]([OH:6])=O.[F:12][C:13]1([F:32])[CH2:18][CH2:17][CH:16]([CH:19]([C:22]2[CH:23]=[N:24][C:25]([C:28]([F:31])([F:30])[F:29])=[N:26][CH:27]=2)[CH2:20][NH2:21])[CH2:15][CH2:14]1. (3) Given the product [C:1]([C:3]1[CH:4]=[CH:5][C:6]([C:9]2[C:10]([C:17]#[N:18])=[C:11]([CH2:15][OH:16])[NH:12][C:13]=2[CH3:14])=[CH:7][CH:8]=1)#[N:2], predict the reactants needed to synthesize it. The reactants are: [C:1]([C:3]1[CH:8]=[CH:7][C:6]([C:9]2[C:10]([C:17]#[N:18])=[C:11]([CH:15]=[O:16])[NH:12][C:13]=2[CH3:14])=[CH:5][CH:4]=1)#[N:2].[BH4-].[Na+].[Cl-].[Na+]. (4) Given the product [Cl:13][C:14]1[C:15]([N:22]2[CH2:27][CH2:26][CH:25]([C:28]([O:30][CH3:31])=[O:29])[CH2:24][CH2:23]2)=[N:16][C:17]([Cl:21])=[C:18]([C:6]2[O:7][C:3]([CH2:1][CH3:2])=[CH:4][N:5]=2)[CH:19]=1, predict the reactants needed to synthesize it. The reactants are: [CH2:1]([C:3]1[O:7][CH:6]=[N:5][CH:4]=1)[CH3:2].C([Li])CCC.[Cl:13][C:14]1[C:15]([N:22]2[CH2:27][CH2:26][CH:25]([C:28]([O:30][CH3:31])=[O:29])[CH2:24][CH2:23]2)=[N:16][C:17]([Cl:21])=[C:18](I)[CH:19]=1.CCOC(C)=O. (5) Given the product [CH2:1]([O:3][C:4]([C:6]1[N:7]=[C:8]([CH2:18][N:19]([C:21]2[CH:22]=[CH:23][C:24]([F:27])=[CH:25][CH:26]=2)[CH3:20])[N:9]([C:11]2[CH:12]=[CH:13][C:14]([Cl:17])=[CH:15][CH:16]=2)[CH:10]=1)=[O:5])[CH3:2], predict the reactants needed to synthesize it. The reactants are: [CH2:1]([O:3][C:4]([C:6]1(O)[CH2:10][N:9]([C:11]2[CH:16]=[CH:15][C:14]([Cl:17])=[CH:13][CH:12]=2)[C:8]([CH2:18][N:19]([C:21]2[CH:26]=[CH:25][C:24]([F:27])=[CH:23][CH:22]=2)[CH3:20])=[N:7]1)=[O:5])[CH3:2].O.C1(C)C=CC(S(O)(=O)=O)=CC=1.